This data is from Reaction yield outcomes from USPTO patents with 853,638 reactions. The task is: Predict the reaction yield, written as a fraction of the theoretical maximum amount of product (1.0 means a 100% yield; for example, 0.34 means a 34% yield). (1) The reactants are C([O:3][C:4](=O)[CH2:5][O:6][C@@H:7]([C:21]1[CH:26]=[CH:25][CH:24]=[C:23]([F:27])[CH:22]=1)[C@@H:8]1[CH2:13][CH2:12][CH2:11][N:10]([C:14]([O:16][C:17]([CH3:20])([CH3:19])[CH3:18])=[O:15])[CH2:9]1)C.[BH4-].[Na+]. The catalyst is CO. The product is [F:27][C:23]1[CH:22]=[C:21]([C@H:7]([O:6][CH2:5][CH2:4][OH:3])[C@@H:8]2[CH2:13][CH2:12][CH2:11][N:10]([C:14]([O:16][C:17]([CH3:19])([CH3:20])[CH3:18])=[O:15])[CH2:9]2)[CH:26]=[CH:25][CH:24]=1. The yield is 0.410. (2) The reactants are C(N(CC)CC)C.[NH2:8][CH2:9][C:10]1[C:18]2[S:17](=[O:20])(=[O:19])[N:16]=[C:15]([C:21]3[C:22](=[O:37])[N:23]([NH:32][CH2:33][CH:34]4[CH2:36][CH2:35]4)[C:24]4[C:29]([C:30]=3[OH:31])=[CH:28][CH:27]=[CH:26][CH:25]=4)[NH:14][C:13]=2[S:12][CH:11]=1.[CH3:38][S:39](Cl)(=[O:41])=[O:40]. The catalyst is CN(C)C=O. The product is [CH:34]1([CH2:33][NH:32][N:23]2[C:24]3[C:29](=[CH:28][CH:27]=[CH:26][CH:25]=3)[C:30]([OH:31])=[C:21]([C:15]3[NH:14][C:13]4[S:12][CH:11]=[C:10]([CH2:9][NH:8][S:39]([CH3:38])(=[O:41])=[O:40])[C:18]=4[S:17](=[O:19])(=[O:20])[N:16]=3)[C:22]2=[O:37])[CH2:35][CH2:36]1. The yield is 0.490. (3) The reactants are [OH-].[Na+].[Br:3][C:4]1[CH:9]=[CH:8][C:7]([N:10]2[C:21]3[C:13](=[C:14]4[N:18]([C:19](=[O:22])[CH:20]=3)[CH2:17][CH2:16][CH2:15]4)[N:12]([S:23]([C:26]3[CH:31]=[CH:30][C:29]([F:32])=[CH:28][CH:27]=3)(=[O:25])=[O:24])C2=O)=[C:6]([F:34])[CH:5]=1.Cl. No catalyst specified. The product is [Br:3][C:4]1[CH:9]=[CH:8][C:7]([NH:10][C:21]2[C:13]([NH:12][S:23]([C:26]3[CH:31]=[CH:30][C:29]([F:32])=[CH:28][CH:27]=3)(=[O:24])=[O:25])=[C:14]3[N:18]([CH2:17][CH2:16][CH2:15]3)[C:19](=[O:22])[CH:20]=2)=[C:6]([F:34])[CH:5]=1. The yield is 0.0600.